The task is: Regression/Classification. Given a drug SMILES string, predict its absorption, distribution, metabolism, or excretion properties. Task type varies by dataset: regression for continuous measurements (e.g., permeability, clearance, half-life) or binary classification for categorical outcomes (e.g., BBB penetration, CYP inhibition). Dataset: cyp3a4_veith.. This data is from CYP3A4 inhibition data for predicting drug metabolism from PubChem BioAssay. The compound is Cc1cc(C(=O)N[C@H](c2ccccc2)[C@@]2(C)C[C@@H]2[C@@H](C)C(=O)Nc2ccc3ccccc3c2)n(C)n1. The result is 1 (inhibitor).